This data is from Forward reaction prediction with 1.9M reactions from USPTO patents (1976-2016). The task is: Predict the product of the given reaction. (1) Given the reactants [CH3:1][C:2]1[CH:14]=[CH:13][C:12]2[NH:11][C:10]3[CH2:9][CH2:8][N:7]4[CH2:15][CH2:16][CH2:17][CH:6]4[C:5]=3[C:4]=2[CH:3]=1.[H-].[Na+].[CH3:20][C:21]1[CH:26]=[CH:25][C:24]([CH:27]2[CH2:29][O:28]2)=[CH:23][N:22]=1, predict the reaction product. The product is: [CH3:1][C:2]1[CH:14]=[CH:13][C:12]2[N:11]([CH2:29][CH:27]([C:24]3[CH:23]=[N:22][C:21]([CH3:20])=[CH:26][CH:25]=3)[OH:28])[C:10]3[CH2:9][CH2:8][N:7]4[CH2:15][CH2:16][CH2:17][CH:6]4[C:5]=3[C:4]=2[CH:3]=1. (2) Given the reactants C([O:9][C@@H:10]1[C@@H:33]([O:34]C(=O)C2C=CC=CC=2)[C@H:32]([O:43]C(=O)C2C=CC=CC=2)[C@@H:31]([C@@H:52]([CH3:62])[O:53]C(=O)C2C=CC=CC=2)[O:30][C@H:11]1[O:12][C:13]1[C:18]([CH2:19][C:20]2[CH:25]=[CH:24][C:23]([O:26][CH3:27])=[CH:22][CH:21]=2)=[C:17]([CH3:28])[CH:16]=[C:15]([CH3:29])[N:14]=1)(=O)C1C=CC=CC=1.CO.C(=O)([O-])[O-].[K+].[K+].C(O[C@@H]1[C@@H](OC(=O)C2C=CC=CC=2)[C@H](OC(=O)C2C=CC=CC=2)[C@@H]([C@@H](C)OC(=O)C2C=CC=CC=2)O[C@H]1OC1C(CC2C=CC(CC)=CC=2)=C(C)C=C(C)N=1)(=O)C1C=CC=CC=1, predict the reaction product. The product is: [O:12]([C:13]1[C:18]([CH2:19][C:20]2[CH:21]=[CH:22][C:23]([O:26][CH3:27])=[CH:24][CH:25]=2)=[C:17]([CH3:28])[CH:16]=[C:15]([CH3:29])[N:14]=1)[C@@H:11]1[O:30][C@H:31]([C@@H:52]([CH3:62])[OH:53])[C@@H:32]([OH:43])[C@H:33]([OH:34])[C@H:10]1[OH:9]. (3) Given the reactants [CH2:1]([CH:14]1OCC[O:15]1)[CH2:2][CH2:3][CH2:4][CH2:5][CH2:6]/[CH:7]=[CH:8]/[CH2:9][CH2:10][CH2:11][CH2:12][CH3:13].C1(C)C=CC(S(O)(=O)=O)=CC=1.O, predict the reaction product. The product is: [CH:14](=[O:15])[CH2:1][CH2:2][CH2:3][CH2:4][CH2:5][CH2:6]/[CH:7]=[CH:8]/[CH2:9][CH2:10][CH2:11][CH2:12][CH3:13]. (4) The product is: [Cl:17][C:9]1[C:10]2[C:5](=[CH:4][CH:3]=[C:2]([F:1])[CH:11]=2)[C:6]([O:13][CH3:14])=[CH:7][N:8]=1. Given the reactants [F:1][C:2]1[CH:11]=[C:10]2[C:5]([C:6]([O:13][CH3:14])=[CH:7][NH:8][C:9]2=O)=[CH:4][CH:3]=1.O=P(Cl)(Cl)[Cl:17], predict the reaction product. (5) Given the reactants [Cl:1][C:2]1[CH:7]=[CH:6][C:5]([CH2:8][C:9]([O:11][C:12]([CH3:15])([CH3:14])[CH3:13])=[O:10])=[C:4]([C:16]([F:19])([F:18])[F:17])[CH:3]=1.[H-].[Na+].Br[CH2:23][CH2:24][CH2:25][Cl:26], predict the reaction product. The product is: [Cl:26][CH2:25][CH2:24][CH2:23][CH:8]([C:5]1[CH:6]=[CH:7][C:2]([Cl:1])=[CH:3][C:4]=1[C:16]([F:17])([F:18])[F:19])[C:9]([O:11][C:12]([CH3:15])([CH3:14])[CH3:13])=[O:10].